Dataset: Merck oncology drug combination screen with 23,052 pairs across 39 cell lines. Task: Regression. Given two drug SMILES strings and cell line genomic features, predict the synergy score measuring deviation from expected non-interaction effect. Drug 1: CC1CC2C3CCC4=CC(=O)C=CC4(C)C3(F)C(O)CC2(C)C1(O)C(=O)CO. Drug 2: CC(C)CC(NC(=O)C(Cc1ccccc1)NC(=O)c1cnccn1)B(O)O. Cell line: HT144. Synergy scores: synergy=-13.2.